From a dataset of Forward reaction prediction with 1.9M reactions from USPTO patents (1976-2016). Predict the product of the given reaction. (1) Given the reactants C(OC([N:8]1[CH2:11][CH:10]([NH:12][C:13]2[CH:14]=[C:15]3[C:24](=[CH:25][C:26]=2[CH3:27])[O:23][CH2:22][C:21]2[N:16]3[C@H:17]([CH3:29])[C:18](=[O:28])[NH:19][N:20]=2)[CH2:9]1)=O)(C)(C)C.C(Cl)Cl.[C:33]([OH:39])([C:35]([F:38])([F:37])[F:36])=[O:34], predict the reaction product. The product is: [F:36][C:35]([F:38])([F:37])[C:33]([OH:39])=[O:34].[NH:8]1[CH2:9][CH:10]([NH:12][C:13]2[CH:14]=[C:15]3[C:24](=[CH:25][C:26]=2[CH3:27])[O:23][CH2:22][C:21]2[N:16]3[C@H:17]([CH3:29])[C:18](=[O:28])[NH:19][N:20]=2)[CH2:11]1. (2) Given the reactants O[CH2:2][CH2:3][CH:4]([S:9][C:10]1[CH:15]=[CH:14][C:13]([N+:16]([O-:18])=[O:17])=[CH:12][CH:11]=1)[C:5]([O:7][CH3:8])=[O:6].[CH3:19][C:20]1[CH:21]=[CH:22][C:23]2[N:28]=[N:27][NH:26][C:25](=[O:29])[C:24]=2[CH:30]=1.C1(P(C2C=CC=CC=2)C2C=CC=CC=2)C=CC=CC=1.CC(OC(/N=N/C(OC(C)C)=O)=O)C, predict the reaction product. The product is: [CH3:19][C:20]1[CH:21]=[CH:22][C:23]2[N:28]=[N:27][N:26]([CH2:2][CH2:3][CH:4]([S:9][C:10]3[CH:15]=[CH:14][C:13]([N+:16]([O-:18])=[O:17])=[CH:12][CH:11]=3)[C:5]([O:7][CH3:8])=[O:6])[C:25](=[O:29])[C:24]=2[CH:30]=1. (3) Given the reactants [F:1][C:2]1[CH:10]=[CH:9][CH:8]=[C:7]2[C:3]=1[C:4]([CH2:11][C:12]([NH2:14])=[O:13])=[CH:5][NH:6]2.C[O:16][C:17](=O)[C:18]([C:20]1[C:30]2=[C:31]3[C:26](=[CH:27][C:28]([F:32])=[CH:29]2)[C:25]([CH3:34])([CH3:33])[CH2:24][CH2:23][N:22]3[CH:21]=1)=O, predict the reaction product. The product is: [CH3:33][C:25]1([CH3:34])[C:26]2[C:31]3=[C:30]([C:20]([C:18]4[C:17](=[O:16])[NH:14][C:12](=[O:13])[C:11]=4[C:4]4[C:3]5[C:7](=[CH:8][CH:9]=[CH:10][C:2]=5[F:1])[NH:6][CH:5]=4)=[CH:21][N:22]3[CH2:23][CH2:24]1)[CH:29]=[C:28]([F:32])[CH:27]=2.